From a dataset of Reaction yield outcomes from USPTO patents with 853,638 reactions. Predict the reaction yield, written as a fraction of the theoretical maximum amount of product (1.0 means a 100% yield; for example, 0.34 means a 34% yield). (1) The reactants are C([O:3][C:4]([C:6]1[N:7]([CH2:17][CH3:18])[C:8]2[C:13]([CH:14]=1)=[C:12]([Cl:15])[C:11]([Cl:16])=[CH:10][CH:9]=2)=[O:5])C.[OH-].[Na+]. The catalyst is CO.CCOC(C)=O. The product is [Cl:15][C:12]1[C:11]([Cl:16])=[CH:10][CH:9]=[C:8]2[C:13]=1[CH:14]=[C:6]([C:4]([OH:5])=[O:3])[N:7]2[CH2:17][CH3:18]. The yield is 0.840. (2) The reactants are [CH3:1][O:2][C:3]1[CH:4]=[C:5]2[C:10](=[CH:11][C:12]=1[O:13][CH3:14])[N:9]=[CH:8][N:7]=[C:6]2[O:15][C:16]1[CH:22]=[CH:21][C:19]([NH2:20])=[C:18]([N+:23]([O-:25])=[O:24])[CH:17]=1.Cl[C:27](Cl)([O:29][C:30](=[O:36])OC(Cl)(Cl)Cl)Cl.[CH:38]1(O)[CH2:44][CH2:43]C[CH2:41][CH2:40][CH2:39]1.C(=O)(O)[O-].[Na+]. The catalyst is C(Cl)Cl.C(N(CC)CC)C.C1(C)C=CC=CC=1. The product is [CH3:1][O:2][C:3]1[CH:4]=[C:5]2[C:10](=[CH:11][C:12]=1[O:13][CH3:14])[N:9]=[CH:8][N:7]=[C:6]2[O:15][C:16]1[CH:22]=[CH:21][C:19]([NH:20][C:30](=[O:36])[O:29][CH:27]2[CH2:41][CH2:40][CH2:39][CH2:38][CH2:44][CH2:43]2)=[C:18]([N+:23]([O-:25])=[O:24])[CH:17]=1. The yield is 1.00. (3) The reactants are [C:1]1([N:7]2[C:15]3[CH2:14][CH2:13][CH2:12][C:11](=[CH:16][C:17]([O:19][CH2:20][CH3:21])=[O:18])[C:10]=3[CH:9]=[N:8]2)[CH:6]=[CH:5][CH:4]=[CH:3][CH:2]=1. The catalyst is CCO.[Pd]. The product is [C:1]1([N:7]2[C:15]3[CH2:14][CH2:13][CH2:12][CH:11]([CH2:16][C:17]([O:19][CH2:20][CH3:21])=[O:18])[C:10]=3[CH:9]=[N:8]2)[CH:2]=[CH:3][CH:4]=[CH:5][CH:6]=1. The yield is 0.990. (4) The reactants are [H-].[Na+].[I-].[CH3:4][S+](C)(C)=O.[CH3:9][C:10]1[CH:25]=[C:13]2[C:14](/[CH:18]=[CH:19]/[C:20]([O:22][CH2:23][CH3:24])=[O:21])=[CH:15][CH:16]=[CH:17][N:12]2[N:11]=1.O. The catalyst is CS(C)=O. The product is [CH3:9][C:10]1[CH:25]=[C:13]2[C:14]([C@@H:18]3[CH2:4][C@H:19]3[C:20]([O:22][CH2:23][CH3:24])=[O:21])=[CH:15][CH:16]=[CH:17][N:12]2[N:11]=1. The yield is 0.610. (5) The reactants are [S:1]1[CH:5]=[CH:4][N:3]=[C:2]1[NH2:6].[CH3:7][Si:8]([CH2:11][CH2:12][O:13][CH2:14]Cl)([CH3:10])[CH3:9].[Cl:16][C:17]1[C:26]2[C:21](=[CH:22][C:23]([S:27](OC3C(F)=C(F)C(F)=C(F)C=3F)(=[O:29])=[O:28])=[CH:24][CH:25]=2)[CH:20]=[CH:19][N:18]=1.CC(C)([O-])C.[Li+]. The catalyst is CC#N.O. The product is [Cl:16][C:17]1[C:26]2[C:21](=[CH:22][C:23]([S:27]([N:6]([C:2]3[S:1][CH:5]=[CH:4][N:3]=3)[CH2:14][O:13][CH2:12][CH2:11][Si:8]([CH3:7])([CH3:9])[CH3:10])(=[O:29])=[O:28])=[CH:24][CH:25]=2)[CH:20]=[CH:19][N:18]=1. The yield is 0.395.